From a dataset of TCR-epitope binding with 47,182 pairs between 192 epitopes and 23,139 TCRs. Binary Classification. Given a T-cell receptor sequence (or CDR3 region) and an epitope sequence, predict whether binding occurs between them. (1) The epitope is GILGFVFTL. The TCR CDR3 sequence is CASSTGVAEQYF. Result: 1 (the TCR binds to the epitope). (2) The epitope is VTEHDTLLY. The TCR CDR3 sequence is CASSSPGDGEQFF. Result: 0 (the TCR does not bind to the epitope). (3) The epitope is LLWNGPMAV. The TCR CDR3 sequence is CASSLGGSDEQFF. Result: 0 (the TCR does not bind to the epitope). (4) The epitope is LLLGIGILV. The TCR CDR3 sequence is CASSQERLAGREQYF. Result: 0 (the TCR does not bind to the epitope). (5) The epitope is CINGVCWTV. The TCR CDR3 sequence is CAINRGVTGELFF. Result: 0 (the TCR does not bind to the epitope). (6) The epitope is SSTFNVPMEKLK. The TCR CDR3 sequence is CASSSWTSGEETQYF. Result: 1 (the TCR binds to the epitope). (7) The epitope is GTSGSPIINR. The TCR CDR3 sequence is CASSHGTGAYEQYF. Result: 0 (the TCR does not bind to the epitope). (8) The epitope is KLSYGIATV. The TCR CDR3 sequence is CASSETGLYTEAFF. Result: 0 (the TCR does not bind to the epitope).